From a dataset of Reaction yield outcomes from USPTO patents with 853,638 reactions. Predict the reaction yield, written as a fraction of the theoretical maximum amount of product (1.0 means a 100% yield; for example, 0.34 means a 34% yield). (1) The reactants are Br[C:2]1[C:3]([NH2:9])=[N:4][CH:5]=[C:6]([Br:8])[N:7]=1.[NH:10]1[C:18]2[C:13](=[CH:14][C:15]([NH2:19])=[CH:16][CH:17]=2)[CH:12]=[CH:11]1.C(N(C(C)C)CC)(C)C. The catalyst is CCO. The product is [Br:8][C:6]1[N:7]=[C:2]([NH:19][C:15]2[CH:14]=[C:13]3[C:18](=[CH:17][CH:16]=2)[NH:10][CH:11]=[CH:12]3)[C:3]([NH2:9])=[N:4][CH:5]=1. The yield is 0.420. (2) The reactants are OS(O)(=O)=O.[N+:6]([C:9]1[C:17]2[C:12](=[CH:13][CH:14]=[CH:15][CH:16]=2)[NH:11][N:10]=1)([O-:8])=[O:7]. The catalyst is CC(O)(C)C.CCOC(C)=O. The product is [C:17]([N:11]1[C:12]2[C:17](=[CH:16][CH:15]=[CH:14][CH:13]=2)[C:9]([N+:6]([O-:8])=[O:7])=[N:10]1)([CH3:12])([CH3:9])[CH3:16]. The yield is 0.760. (3) The yield is 0.560. The product is [CH:19]1([CH2:18][N:11]2[C:12](=[O:13])[C:14]3[N:17]=[C:35]([C:32]4[CH:31]=[CH:30][C:29]([C:27]([OH:28])=[O:26])=[CH:34][N:33]=4)[NH:16][C:15]=3[N:8]([CH2:7][CH:1]3[CH2:2][CH2:3][CH2:4][CH2:5][CH2:6]3)[C:9]2=[O:10])[CH2:24][CH2:23][CH2:22][CH2:21][CH2:20]1. The reactants are [CH:1]1([CH2:7][N:8]2[C:15]([NH2:16])=[C:14]([NH2:17])[C:12](=[O:13])[N:11]([CH2:18][CH:19]3[CH2:24][CH2:23][CH2:22][CH2:21][CH2:20]3)[C:9]2=[O:10])[CH2:6][CH2:5][CH2:4][CH2:3][CH2:2]1.C[O:26][C:27]([C:29]1[CH:30]=[CH:31][C:32]([C:35](O)=O)=[N:33][CH:34]=1)=[O:28].C(N(C(C)C)CC)(C)C. The catalyst is ClCCl. (4) The reactants are [F:1][C:2]1[CH:9]=[C:8]([N+:10]([O-])=O)[CH:7]=[CH:6][C:3]=1[C:4]#[N:5]. The catalyst is CO.[C].[Pd]. The product is [NH2:10][C:8]1[CH:7]=[CH:6][C:3]([C:4]#[N:5])=[C:2]([F:1])[CH:9]=1. The yield is 0.700. (5) The reactants are Br[C:2]1[CH:3]=[C:4]([N:13]([C@H:17]2[CH2:22][CH2:21][C@H:20]([NH:23][C:24]([O:26][C:27]([CH3:30])([CH3:29])[CH3:28])=[O:25])[CH2:19][CH2:18]2)[CH2:14][CH2:15][CH3:16])[C:5]([CH3:12])=[C:6]([CH:11]=1)[C:7]([O:9][CH3:10])=[O:8].CC1(C)C(C)(C)OB([C:39]2[CH:51]=[CH:50][C:42]([CH2:43][N:44]3[CH2:49][CH2:48][O:47][CH2:46][CH2:45]3)=[CH:41][CH:40]=2)O1.C([O-])([O-])=O.[Na+].[Na+]. The catalyst is O1CCOCC1.O.C1C=CC([P]([Pd]([P](C2C=CC=CC=2)(C2C=CC=CC=2)C2C=CC=CC=2)([P](C2C=CC=CC=2)(C2C=CC=CC=2)C2C=CC=CC=2)[P](C2C=CC=CC=2)(C2C=CC=CC=2)C2C=CC=CC=2)(C2C=CC=CC=2)C2C=CC=CC=2)=CC=1. The product is [C:27]([O:26][C:24]([NH:23][C@H:20]1[CH2:19][CH2:18][C@H:17]([N:13]([CH2:14][CH2:15][CH3:16])[C:4]2[C:5]([CH3:12])=[C:6]([C:7]([O:9][CH3:10])=[O:8])[CH:11]=[C:2]([C:39]3[CH:40]=[CH:41][C:42]([CH2:43][N:44]4[CH2:49][CH2:48][O:47][CH2:46][CH2:45]4)=[CH:50][CH:51]=3)[CH:3]=2)[CH2:22][CH2:21]1)=[O:25])([CH3:30])([CH3:28])[CH3:29]. The yield is 0.610.